This data is from Catalyst prediction with 721,799 reactions and 888 catalyst types from USPTO. The task is: Predict which catalyst facilitates the given reaction. (1) Product: [CH3:1][O:2][C:3](=[O:14])[C:4]1[CH:9]=[CH:8][CH:7]=[C:6]([S:10](=[O:12])(=[O:11])[N:28]=[C:27]([N:29]2[N:33]=[CH:32][C:31]3([CH2:37][CH2:36][CH2:35][CH2:34]3)[CH2:30]2)[NH:26][CH2:24][CH3:25])[CH:5]=1. The catalyst class is: 2. Reactant: [CH3:1][O:2][C:3](=[O:14])[C:4]1[CH:9]=[CH:8][CH:7]=[C:6]([S:10](Cl)(=[O:12])=[O:11])[CH:5]=1.CCN(C(C)C)C(C)C.[CH2:24]([NH:26][C:27]([N:29]1[N:33]=[CH:32][C:31]2([CH2:37][CH2:36][CH2:35][CH2:34]2)[CH2:30]1)=[NH:28])[CH3:25]. (2) Reactant: [O:1]=[C:2]1[CH:6]=[CH:5][C:4](=[O:7])[N:3]1[CH2:8][CH2:9][CH2:10][CH2:11][CH2:12][C:13]([O:15]N1C(=O)CCC1=O)=O.[CH3:23][O:24][C:25]1[CH:26]=[C:27]2[C:31](=[CH:32][CH:33]=1)[NH:30][CH:29]=[C:28]2[CH2:34][CH2:35][NH2:36]. Product: [O:7]=[C:4]1[CH:5]=[CH:6][C:2](=[O:1])[N:3]1[CH2:8][CH2:9][CH2:10][CH2:11][CH2:12][C:13]([NH:36][CH2:35][CH2:34][C:28]1[C:27]2[C:31](=[CH:32][CH:33]=[C:25]([O:24][CH3:23])[CH:26]=2)[NH:30][CH:29]=1)=[O:15]. The catalyst class is: 4. (3) Reactant: [ClH:1].C(OCC)C.[CH3:7][O:8][N:9]([C:13]1[N:18]=[C:17]([NH:19][CH2:20][CH2:21][CH3:22])[N:16]=[C:15]([NH:23][CH2:24][C:25]#[CH:26])[N:14]=1)[CH2:10][C:11]#[CH:12]. Product: [ClH:1].[CH3:7][O:8][N:9]([C:13]1[N:18]=[C:17]([NH:19][CH2:20][CH2:21][CH3:22])[N:16]=[C:15]([NH:23][CH2:24][C:25]#[CH:26])[N:14]=1)[CH2:10][C:11]#[CH:12]. The catalyst class is: 27.